The task is: Predict the reactants needed to synthesize the given product.. This data is from Full USPTO retrosynthesis dataset with 1.9M reactions from patents (1976-2016). Given the product [N:1]1([CH:5]2[CH2:10][CH2:9][CH:8]([NH2:11])[CH2:7][CH2:6]2)[CH2:2][CH2:3][CH2:4]1, predict the reactants needed to synthesize it. The reactants are: [N:1]1([CH:5]2[CH2:10][CH2:9][CH:8]([NH:11]C(=O)OC(C)(C)C)[CH2:7][CH2:6]2)[CH2:4][CH2:3][CH2:2]1.C(O)(C(F)(F)F)=O.